Dataset: Full USPTO retrosynthesis dataset with 1.9M reactions from patents (1976-2016). Task: Predict the reactants needed to synthesize the given product. (1) Given the product [O:1]=[C:2]1[CH:11]=[CH:10][C:9]2[C:4](=[CH:5][C:6]([C:12]#[N:13])=[CH:7][CH:8]=2)[N:3]1[CH2:14][CH:15]=[O:18], predict the reactants needed to synthesize it. The reactants are: [O:1]=[C:2]1[CH:11]=[CH:10][C:9]2[C:4](=[CH:5][C:6]([C:12]#[N:13])=[CH:7][CH:8]=2)[N:3]1[CH2:14][CH:15]=C.I([O-])(=O)(=O)=[O:18].[Na+]. (2) Given the product [OH:63][C@H:59]1[CH2:61][CH2:6][C@@:4]2([CH3:7])[C:5](=[CH:58][C@H:57]([OH:56])[C@@H:27]3[C@@H:19]2[CH2:20][CH2:21][C@@:22]2([CH3:28])[C@H:26]3[CH2:12][CH2:13][C@H:23]2[OH:24])[CH2:60]1, predict the reactants needed to synthesize it. The reactants are: [Si](Cl)([C:4]([CH3:7])([CH3:6])[CH3:5])(C)C.N1[CH:13]=[CH:12]N=C1.[BH4-].[Na+].[N+]([C:19]1[CH:27]=[CH:26][C:22]([C:23](O)=[O:24])=[CH:21][CH:20]=1)([O-])=O.[CH:28]1C=CC(P(C2C=CC=CC=2)C2C=CC=CC=2)=CC=1.CCOC(/N=N/C([O:56][CH2:57][CH3:58])=O)=O.[C:59]([O:63]O)(C)([CH3:61])[CH3:60].[N+](CCCC)(CCCC)(CCCC)CCCC.[F-].[OH-].[K+]. (3) Given the product [C:22]1([CH:26]=[CH:2][C:3]([C:5]2[CH:10]=[CH:9][CH:8]=[CH:7][CH:6]=2)=[O:4])[CH:16]=[CH:12][CH:11]=[CH:24][CH:23]=1, predict the reactants needed to synthesize it. The reactants are: O[CH2:2][C:3]([C:5]1[CH:10]=[CH:9][CH:8]=[CH:7][CH:6]=1)=[O:4].[CH3:11][C:12]1N=CS[C:16]=1C=O.O(C)[Na].[CH2:22]1[CH2:26]O[CH2:24][CH2:23]1. (4) Given the product [O:8]=[CH:7][C@@H:5]([C@H:4]([C@@H:3]([C@@H:2]([CH2:1][OH:12])[OH:11])[OH:10])[OH:9])[OH:6].[CH2:25]([OH:26])[CH:23]([OH:24])[CH:21]([OH:22])[CH:19]([OH:20])[CH:18]=[O:17], predict the reactants needed to synthesize it. The reactants are: [CH2:1]([O:12]P(O)(O)=O)[C@@H:2]([OH:11])[C@@H:3]([OH:10])[C@H:4]([OH:9])[C:5]([CH2:7][OH:8])=[O:6].[O:17]=[CH:18][C@@H:19]([C@H:21]([C@@H:23]([CH2:25][OH:26])[OH:24])[OH:22])[OH:20].O=C[C@@H]([C@H]([C@H](CO)O)O)O.O=C[C@@H]([C@H]([C@@H]([C@@H](CO)O)O)O)O. (5) Given the product [CH2:21]([O:28][NH:29][C:11](=[O:18])[C:12]1[CH:17]=[CH:16][CH:15]=[CH:14][C:13]=1[NH:8][CH2:7][C:4]1[NH:3][C:2](=[O:1])[NH:6][N:5]=1)[C:22]1[CH:27]=[CH:26][CH:25]=[CH:24][CH:23]=1, predict the reactants needed to synthesize it. The reactants are: [O:1]=[C:2]1[NH:6][N:5]=[C:4]([CH2:7][N:8]2[C:13]3[CH:14]=[CH:15][CH:16]=[CH:17][C:12]=3[C:11](=[O:18])OC2=O)[NH:3]1.Cl.[CH2:21]([O:28][NH2:29])[C:22]1[CH:27]=[CH:26][CH:25]=[CH:24][CH:23]=1. (6) Given the product [Cl:14][C:15]1[CH:20]=[CH:19][C:18]([O:21][C:2]2[N:6]([CH3:7])[N:5]=[C:4]([C:8]([F:11])([F:10])[F:9])[C:3]=2[C:12]([OH:13])=[O:23])=[CH:17][CH:16]=1, predict the reactants needed to synthesize it. The reactants are: Cl[C:2]1[N:6]([CH3:7])[N:5]=[C:4]([C:8]([F:11])([F:10])[F:9])[C:3]=1[CH:12]=[O:13].[Cl:14][C:15]1[CH:20]=[CH:19][C:18]([OH:21])=[CH:17][CH:16]=1.C(=O)([O-])[O-:23].[K+].[K+]. (7) Given the product [F:23][C:16]1[CH:17]=[CH:18][C:19]([O:21][CH3:22])=[CH:20][C:15]=1[C:12]1[CH:13]=[CH:14][C:9]([OH:8])=[CH:10][C:11]=1[CH2:24][C:25]1([C:29]#[N:30])[CH2:26][CH2:27][CH2:28]1, predict the reactants needed to synthesize it. The reactants are: [Si]([O:8][C:9]1[CH:14]=[CH:13][C:12]([C:15]2[CH:20]=[C:19]([O:21][CH3:22])[CH:18]=[CH:17][C:16]=2[F:23])=[C:11]([CH2:24][C:25]2([C:29]#[N:30])[CH2:28][CH2:27][CH2:26]2)[CH:10]=1)(C(C)(C)C)(C)C.[F-].C([N+](CCCC)(CCCC)CCCC)CCC.[Cl-].[NH4+]. (8) Given the product [CH3:17][N:15]1[CH:16]=[C:12]([C:3]2[C:2]3[N:1]=[C:19]([OH:20])[N:18]=[C:8]([OH:10])[C:7]=3[CH:6]=[CH:5][N:4]=2)[N:13]=[CH:14]1, predict the reactants needed to synthesize it. The reactants are: [NH2:1][C:2]1[C:3]([C:12]2[N:13]=[CH:14][N:15]([CH3:17])[CH:16]=2)=[N:4][CH:5]=[CH:6][C:7]=1[C:8]([O:10]C)=O.[NH2:18][C:19](N)=[O:20]. (9) Given the product [Cl:37][C:35]1[CH:36]=[C:31]([CH:32]=[C:33]([Cl:38])[CH:34]=1)[CH2:30][O:29][C:27]([N:24]([CH2:23][C:14]1[CH:15]=[C:16]([C:19]([F:21])([F:22])[F:20])[CH:17]=[CH:18][C:13]=1[C:7]1[C:8]([O:11][CH3:12])=[CH:9][CH:10]=[C:5]([CH2:4][C:3]([OH:39])=[O:2])[CH:6]=1)[CH2:25][CH3:26])=[O:28], predict the reactants needed to synthesize it. The reactants are: C[O:2][C:3](=[O:39])[CH2:4][C:5]1[CH:6]=[C:7]([C:13]2[CH:18]=[CH:17][C:16]([C:19]([F:22])([F:21])[F:20])=[CH:15][C:14]=2[CH2:23][N:24]([C:27]([O:29][CH2:30][C:31]2[CH:36]=[C:35]([Cl:37])[CH:34]=[C:33]([Cl:38])[CH:32]=2)=[O:28])[CH2:25][CH3:26])[C:8]([O:11][CH3:12])=[CH:9][CH:10]=1.[OH-].[Na+].Cl.